This data is from Catalyst prediction with 721,799 reactions and 888 catalyst types from USPTO. The task is: Predict which catalyst facilitates the given reaction. (1) Reactant: [CH2:1]([N:8]=[C:9]1[CH2:14][CH2:13][CH2:12][CH:11]([NH:15][C:16](=[O:22])[O:17][C:18]([CH3:21])([CH3:20])[CH3:19])[CH2:10]1)[C:2]1[CH:7]=[CH:6][CH:5]=[CH:4][CH:3]=1.[F:23][C:24]1[CH:32]=[CH:31][CH:30]=[CH:29][C:25]=1[CH2:26][Mg]Cl.CCOCC.O. Product: [CH2:1]([NH:8][C:9]1([CH2:26][C:25]2[CH:29]=[CH:30][CH:31]=[CH:32][C:24]=2[F:23])[CH2:14][CH2:13][CH2:12][CH:11]([NH:15][C:16](=[O:22])[O:17][C:18]([CH3:19])([CH3:21])[CH3:20])[CH2:10]1)[C:2]1[CH:7]=[CH:6][CH:5]=[CH:4][CH:3]=1. The catalyst class is: 1. (2) Reactant: [CH:1]1([C@@H:5]([NH:7][S:8]([C:10]([CH3:13])([CH3:12])[CH3:11])=[O:9])[CH3:6])[CH2:4][CH2:3][CH2:2]1.[H-].[Na+].Br[CH2:17][C:18]1[CH:23]=[CH:22][CH:21]=[CH:20][CH:19]=1. Product: [CH2:17]([N:7]([C@H:5]([CH:1]1[CH2:4][CH2:3][CH2:2]1)[CH3:6])[S:8]([C:10]([CH3:12])([CH3:11])[CH3:13])=[O:9])[C:18]1[CH:23]=[CH:22][CH:21]=[CH:20][CH:19]=1. The catalyst class is: 3. (3) Reactant: C([SiH]([CH2:6][CH3:7])CC)C.FC(F)(F)C(O)=O.C([S:34][C@H:35]1[CH2:38][C@H:37]([N:39]2C[CH2:43][CH2:42][CH2:41][CH2:40]2)[CH2:36]1)(C1C=CC=CC=1)(C1C=CC=CC=1)C1C=CC=CC=1. Product: [CH2:40]([N:39]([CH2:6][CH3:7])[C@H:37]1[CH2:38][C@H:35]([SH:34])[CH2:36]1)[CH2:41][CH2:42][CH3:43]. The catalyst class is: 4. (4) Reactant: [C:1]1(=[O:7])[O:6][C:4](=[O:5])[CH:3]=[CH:2]1.[CH2:8]1[C@@H:12]2[CH:13]3[C:18](=[O:19])[O:17][C:15](=[O:16])[CH:14]3[C@H:9]1[CH:10]=[CH:11]2.[CH3:20][O:21][C:22]([CH:24]1[CH:28]([C:29]([OH:31])=[O:30])[CH:27]2[CH:32]=[CH:33][CH:25]1[CH2:26]2)=[O:23].[C:34]([O:38][C:39]([CH:41]1[CH2:46][CH:45]2[CH2:47][CH:42]1[CH:43]=[CH:44]2)=[O:40])([CH3:37])([CH3:36])[CH3:35].N(C(C)(C)C#N)=NC(C)(C)C#N. Product: [CH2:8]1[C@@H:12]2[CH:13]3[C:18](=[O:19])[O:17][C:15](=[O:16])[CH:14]3[C@H:9]1[CH:10]=[CH:11]2.[CH:42]12[CH2:47][CH:45]([CH:44]=[CH:43]1)[CH2:46][CH:41]2[C:39]([O:38][C:34]([CH3:37])([CH3:36])[CH3:35])=[O:40].[C:4]1(=[O:5])[O:6][C:1](=[O:7])[CH:2]=[CH:3]1.[CH3:20][O:21][C:22]([CH:24]1[CH:28]([C:29]([OH:31])=[O:30])[CH:27]2[CH:32]=[CH:33][CH:25]1[CH2:26]2)=[O:23].[CH:9]12[CH2:8][CH:12]([CH:11]=[CH:10]1)[CH2:13][CH:14]2[C:15]([OH:17])=[O:16]. The catalyst class is: 7. (5) The catalyst class is: 27. Product: [Br:12][C:13]1[CH:14]=[C:15]([S:19]([NH:1][C:2]2[CH:7]=[CH:6][CH:5]=[CH:4][C:3]=2[S:8](=[O:9])(=[O:10])[NH2:11])(=[O:21])=[O:20])[CH:16]=[CH:17][CH:18]=1. Reactant: [NH2:1][C:2]1[CH:7]=[CH:6][CH:5]=[CH:4][C:3]=1[S:8]([NH2:11])(=[O:10])=[O:9].[Br:12][C:13]1[CH:14]=[C:15]([S:19](Cl)(=[O:21])=[O:20])[CH:16]=[CH:17][CH:18]=1. (6) Reactant: [F:1][C:2]([F:12])([F:11])[C:3]1[CH:8]=[C:7]([CH2:9]O)[CH:6]=[CH:5][N:4]=1.P(Br)(Br)[Br:14].C(=O)(O)[O-].[Na+]. Product: [Br:14][CH2:9][C:7]1[CH:6]=[CH:5][N:4]=[C:3]([C:2]([F:12])([F:11])[F:1])[CH:8]=1. The catalyst class is: 4. (7) Reactant: [CH3:1][O:2][C:3]1[CH:4]=[C:5]([N:20]2[CH2:25][CH2:24][C:23]3[CH:26]=[CH:27][S:28][C:22]=3[C:21]2=[O:29])[CH:6]=[CH:7][C:8]=1[O:9][Si:10]([CH:17]([CH3:19])[CH3:18])([CH:14]([CH3:16])[CH3:15])[CH:11]([CH3:13])[CH3:12].C(=O)=O.CC(C)=O.[Br:37]C(F)(F)C(Br)(F)F.[Li]C(C)(C)C.C([O-])(O)=O.[Na+]. Product: [Br:37][C:27]1[S:28][C:22]2[C:21](=[O:29])[N:20]([C:5]3[CH:6]=[CH:7][C:8]([O:9][Si:10]([CH:17]([CH3:19])[CH3:18])([CH:14]([CH3:15])[CH3:16])[CH:11]([CH3:12])[CH3:13])=[C:3]([O:2][CH3:1])[CH:4]=3)[CH2:25][CH2:24][C:23]=2[CH:26]=1. The catalyst class is: 1.